This data is from Full USPTO retrosynthesis dataset with 1.9M reactions from patents (1976-2016). The task is: Predict the reactants needed to synthesize the given product. (1) Given the product [Cl:1][C:2]1[C:6]([N:7]([CH2:18][CH3:19])[C:8](=[O:17])[CH2:9][CH2:10][CH:11]2[CH2:15][CH2:14][N:13]([CH2:34][C:35]([F:38])([F:37])[F:36])[C:12]2=[O:16])=[CH:5][N:4]([C:20]2[CH:21]=[N:22][CH:23]=[CH:24][CH:25]=2)[N:3]=1, predict the reactants needed to synthesize it. The reactants are: [Cl:1][C:2]1[C:6]([N:7]([CH2:18][CH3:19])[C:8](=[O:17])[CH2:9][CH2:10][CH:11]2[CH2:15][CH2:14][NH:13][C:12]2=[O:16])=[CH:5][N:4]([C:20]2[CH:21]=[N:22][CH:23]=[CH:24][CH:25]=2)[N:3]=1.[H-].[Na+].FC(F)(F)S(O[CH2:34][C:35]([F:38])([F:37])[F:36])(=O)=O. (2) Given the product [Na:1].[CH3:30][C:13]1[C:14]([CH2:18][S:19]([C:21]2[NH:25][C:24]3[CH:26]=[CH:27][CH:28]=[CH:29][C:23]=3[N:22]=2)=[O:20])=[N:15][CH:16]=[CH:17][C:12]=1[O:11][CH2:41][CH2:40][C:32]1([CH3:31])[O:33][CH2:34][C:35]2([CH2:37][CH2:36]2)[CH2:38][O:39]1, predict the reactants needed to synthesize it. The reactants are: [Na:1].COC1OCC(C[O:11][C:12]2[CH:17]=[CH:16][N:15]=[C:14]([CH2:18][S:19]([C:21]3[NH:25][C:24]4[CH:26]=[CH:27][CH:28]=[CH:29][C:23]=4[N:22]=3)=[O:20])[C:13]=2[CH3:30])CO1.[CH3:31][C:32]1([CH2:40][CH2:41]O)[O:39][CH2:38][C:35]2([CH2:37][CH2:36]2)[CH2:34][O:33]1. (3) The reactants are: [F:1][C:2]1[CH:7]=[CH:6][C:5]([C:8]([C:13]2[CH:18]=[CH:17][C:16]([F:19])=[CH:15][CH:14]=2)([OH:12])[C:9]([OH:11])=O)=[CH:4][CH:3]=1.[NH2:20][CH2:21][CH2:22][CH2:23][N:24]1[CH2:29][CH2:28][CH:27]([C:30]2[CH:31]=[C:32]([NH:37][C:38](=[O:42])[CH:39]([CH3:41])[CH3:40])[CH:33]=[CH:34][C:35]=2[CH3:36])[CH2:26][CH2:25]1. Given the product [F:19][C:16]1[CH:17]=[CH:18][C:13]([C:8]([C:5]2[CH:4]=[CH:3][C:2]([F:1])=[CH:7][CH:6]=2)([OH:12])[C:9]([NH:20][CH2:21][CH2:22][CH2:23][N:24]2[CH2:29][CH2:28][CH:27]([C:30]3[CH:31]=[C:32]([NH:37][C:38](=[O:42])[CH:39]([CH3:40])[CH3:41])[CH:33]=[CH:34][C:35]=3[CH3:36])[CH2:26][CH2:25]2)=[O:11])=[CH:14][CH:15]=1, predict the reactants needed to synthesize it. (4) Given the product [C:35]([O:34][C:32]([N:13]1[CH2:14][CH2:15][N:16]([C:2]2[CH:7]=[N:6][C:5]([N+:8]([O-:10])=[O:9])=[CH:4][CH:3]=2)[CH2:17][C:12]1([CH3:18])[CH3:11])=[O:33])([CH3:38])([CH3:37])[CH3:36], predict the reactants needed to synthesize it. The reactants are: Br[C:2]1[CH:3]=[CH:4][C:5]([N+:8]([O-:10])=[O:9])=[N:6][CH:7]=1.[CH3:11][C:12]1([CH3:18])[CH2:17][NH:16][CH2:15][CH2:14][NH:13]1.C(=O)([O-])[O-].[K+].[K+].C(N(CC)CC)C.[C:32](O[C:32]([O:34][C:35]([CH3:38])([CH3:37])[CH3:36])=[O:33])([O:34][C:35]([CH3:38])([CH3:37])[CH3:36])=[O:33]. (5) Given the product [CH2:1]([O:3][C:4]([C:6]1[O:7][C:8]2[CH:15]=[CH:14][CH:13]=[C:12]([NH:28][S:25]([CH3:24])(=[O:27])=[O:26])[C:9]=2[C:10]=1[CH3:11])=[O:5])[CH3:2], predict the reactants needed to synthesize it. The reactants are: [CH2:1]([O:3][C:4]([C:6]1[O:7][C:8]2[CH:15]=[CH:14][CH:13]=[C:12](OS(C(F)(F)F)(=O)=O)[C:9]=2[C:10]=1[CH3:11])=[O:5])[CH3:2].[CH3:24][S:25]([NH2:28])(=[O:27])=[O:26].C1(C2C=CC=CC=2)C=CC=CC=1P(C(C)(C)C)C(C)(C)C.P([O-])([O-])([O-])=O.[K+].[K+].[K+]. (6) The reactants are: Cl[C:2]1[N:7]2[N:8]=[CH:9][CH:10]=[C:6]2[N:5]=[C:4]([NH2:11])[CH:3]=1.[CH3:12][C:13]1[S:17][C:16](B(O)O)=[CH:15][CH:14]=1. Given the product [CH3:12][C:13]1[S:17][C:16]([C:2]2[N:7]3[N:8]=[CH:9][CH:10]=[C:6]3[N:5]=[C:4]([NH2:11])[CH:3]=2)=[CH:15][CH:14]=1, predict the reactants needed to synthesize it.